Dataset: B-cell epitopes from IEDB database with 3,159 antigens for binding position prediction. Task: Token-level Classification. Given an antigen amino acid sequence, predict which amino acid positions are active epitope sites capable of antibody binding. Output is a list of indices for active positions. (1) Given the antigen sequence: MAKPILLSIYLFLIVALFNGCLAQSGGRQQQQFGQCQLNRLDALEPTNRIEAEAGVIESWDPNNQQFQCAGVAVVRRTIEPNGLLLPQYSNAPQLVYIARGRGITGVLFPGCPETFEESQRQSQQGQSREFQQDRHQKIRHFREGDIIAFPAGVAHWSYNDGSNPVVAISLLDTNNNANQLDQNPRNFYLAGNPDDEFRPQGQQEYEQHRRQQQRQQRPGEHGQQQRGLGNNVFSGFDADFLADAFNVDTETARRLQSENDHRRSIVRVEGRQLQVIRPRWSREEQEREERKERERERESESERRQSRRGGRDDNGLEETICTLRLRENIGDPSRADIYTEEAGRISTVNSHTLPVLRWLQLSAERGALYSDALYVPHWNLNAHSVVYALRGRAEVQVVDNFGQTVFDDELREGQLLTIPQNFAVVKRARNEGFEWVSFKTNENAMVSPLAGRTSAIRALPEEVLATAFQIPREDARRLKFNRQESTLVRSRPSRSRSSR..., which amino acid positions are active epitope sites? The epitope positions are: [455, 456, 457, 458, 459, 460, 461, 462, 463, 464, 465, 466, 467, 468, 469]. The amino acids at these positions are: AIRALPEEVLATAFQ. (2) Given the antigen sequence: MSFGSEHYLCSSSSYRKVFGDGSRLSARLSGAGGAGGFRSQSLSRSNVASSAACSSASSLGLGLAYRRPPASDGLDLSQAAARTNEYKIIRTNEKEQLQGLNDRFAVFIEKVHQLETQNRALEAELAALRQRHAEPSRVGELFQRELRDLRAQLEEASSARSQALLERDGLAEEVQRLRARCEEESRGREGAERALKAQQRDVDGATLARLDLEKKVESLLDELAFVRQVHDEEVAELLATLQASSQAAAEVDVTVAKPDLTSALREIRAQYESLAAKNLQSAEEWYKSKFANLNEQAARSTEAIRASREEIHEYRRQLQARTIEIEGLRGANESLERQILELEERHSAEVAGYQDSIGQLENDLRNTKSEMARHLREYQDLLNVKMALDIEIAAYRKLLEGEETRFSTSGLSISGLNPLPNPSYLLPPRILSATTSKVSSTGLSLKKEEEEEEASKVASKKTSQIGESFEEILEETVISTKKTEKSNIEETTISSQKI, which amino acid positions are active epitope sites? The epitope positions are: [385, 386, 387, 388, 389, 390, 391, 392, 393, 394, 395, 396, 397, 398, 399]. The amino acids at these positions are: KMALDIEIAAYRKLL. (3) Given the antigen sequence: MDYEYLINVIHAFQYVIYGTASFFFLYGALLLAEGFYTTGAVRQIFGDYKTTICGKGLSATVTGGQKGRGSRGQHQAHSLERVCHCLGKWLGHPDKFVGITYALTVVWLLVFACSAVPVYIYFNTWTTCQSIAFPSKTSASIGSLCADARMYGVLPWNAFPGKVCGSNLLSICKTAEFQMTFHLFIAAFVGAAATLVSLLTFMIAATYNFAVLKLMGRGTKF, which amino acid positions are active epitope sites? The epitope positions are: [167, 168, 169, 170, 171, 172, 173, 174, 175, 176, 177, 178, 179, 180, 181]. The amino acids at these positions are: NLLSICKTAEFQMTF. (4) The epitope positions are: [32, 33, 34, 35, 36, 37, 38, 39, 40, 41, 42, 43, 44, 45, 46, 47, 48, 49, 50]. The amino acids at these positions are: MRRAHHRRRRASHRRMRGG. Given the antigen sequence: MALTCRLRFPVPGFRGRMHRRRGMAGHGLTGGMRRAHHRRRRASHRRMRGGILPLLIPLIAAAIGAVPGIASVALQAQRH, which amino acid positions are active epitope sites? (5) Given the antigen sequence: MANSSLLRVVLVALLLLGSVTVSAGDGRGTPIAFQAEVSKMLDILVNSLYTNRAVFLRELISNGSDALDKIRVLYLTSPKEPLTKDGEAPTMDLRISFDKEKSELILRDGGVGMTKEELAKHLGSLGTSGTKHFLEKLQEGVGAVGGDQNNLIGQFGVGFYSVFLVGDRVRVASKSDDSDEQYVWESKGDGQYFLYPDPRGNTLGRGTEITIELKPDAEQFLSAETIKKTIHQYSEFINFPIYVQEEVEVASTAATPESAAEERSLDEGAVEEDPDKEGDTQGVVKEKRWTLVNENRPIWTRPIGNVTEEEYHKFYKAFSGDYRDPLYFNHFKVEGEVDFDSILFVPTTVDPASFSDDNAVPNTNIKLYVRRVFITDEFRDLLPRYLNFVKGIVDSNDLPLNVSREVLQESRILRVIKKKLVRKTLSMFADIAAQDEAIANGKQVENPAPSGHTHLKKPAYTKFWELYGKHLRLGVMLDSNNRNRLTKLFRYKSSRSESE..., which amino acid positions are active epitope sites? The epitope positions are: [700, 701, 702, 703, 704, 705, 706, 707, 708, 709, 710, 711, 712, 713, 714, 715, 716, 717, 718, 719]. The amino acids at these positions are: AEFPVADVAAYSKRINRLLR.